Dataset: Full USPTO retrosynthesis dataset with 1.9M reactions from patents (1976-2016). Task: Predict the reactants needed to synthesize the given product. The reactants are: [Br:1][C:2]1[C:7]([CH3:8])=[CH:6][C:5]([CH:9]2[CH2:11][O:10]2)=[CH:4][N:3]=1.[NH2:12][CH2:13][CH2:14][OH:15].CCOC(C)=O.C1COCC1. Given the product [Br:1][C:2]1[N:3]=[CH:4][C:5]([CH:9]([OH:10])[CH2:11][NH:12][CH2:13][CH2:14][OH:15])=[CH:6][C:7]=1[CH3:8], predict the reactants needed to synthesize it.